From a dataset of Forward reaction prediction with 1.9M reactions from USPTO patents (1976-2016). Predict the product of the given reaction. (1) Given the reactants [NH2:1][C:2]1[C:11]2[C:6](=[CH:7][CH:8]=[CH:9][C:10]=2[O:12][CH2:13][C:14]([CH3:22])([CH3:21])[C:15]([NH:17][CH:18]([CH3:20])[CH3:19])=[O:16])[N:5]=[C:4]([CH3:23])[C:3]=1[C:24]([OH:26])=[O:25].C([O-])(O)=O.[Na+:31], predict the reaction product. The product is: [NH2:1][C:2]1[C:11]2[C:6](=[CH:7][CH:8]=[CH:9][C:10]=2[O:12][CH2:13][C:14]([CH3:21])([CH3:22])[C:15]([NH:17][CH:18]([CH3:20])[CH3:19])=[O:16])[N:5]=[C:4]([CH3:23])[C:3]=1[C:24]([O-:26])=[O:25].[Na+:31]. (2) Given the reactants Cl.[Cl:2][CH2:3][CH2:4][NH:5][CH2:6][CH2:7][Cl:8].[C:9](O[C:9]([O:11][C:12]([CH3:15])([CH3:14])[CH3:13])=[O:10])([O:11][C:12]([CH3:15])([CH3:14])[CH3:13])=[O:10], predict the reaction product. The product is: [C:12]([O:11][C:9](=[O:10])[N:5]([CH2:6][CH2:7][Cl:8])[CH2:4][CH2:3][Cl:2])([CH3:15])([CH3:14])[CH3:13].